This data is from Catalyst prediction with 721,799 reactions and 888 catalyst types from USPTO. The task is: Predict which catalyst facilitates the given reaction. (1) Reactant: [C:1]([S:5][S:6][CH2:7][CH2:8][NH2:9])([CH3:4])([CH3:3])[CH3:2].[C:10]([O:14][CH3:15])(=[O:13])[CH:11]=[CH2:12].CCN(C(C)C)C(C)C.[C:25](OC([O-])=O)([O:27][C:28]([CH3:31])([CH3:30])[CH3:29])=[O:26].[Cl-].[NH4+]. Product: [C:28]([O:27][C:25]([N:9]([CH2:8][CH2:7][S:6][S:5][C:1]([CH3:4])([CH3:3])[CH3:2])[CH2:12][CH2:11][C:10]([O:14][CH3:15])=[O:13])=[O:26])([CH3:31])([CH3:30])[CH3:29]. The catalyst class is: 68. (2) Reactant: [C:1]([OH:20])(=[O:19])[CH2:2][CH2:3][CH2:4][CH2:5][CH2:6][CH2:7][CH2:8][CH2:9][CH2:10][CH2:11][CH2:12][CH2:13][CH2:14][CH2:15][CH2:16][CH2:17][CH3:18].O.C([O-])(=O)C.[Cu+2:26].C([O-])(=O)C. Product: [C:1]([O-:20])(=[O:19])[CH2:2][CH2:3][CH2:4][CH2:5][CH2:6][CH2:7][CH2:8][CH2:9][CH2:10][CH2:11][CH2:12][CH2:13][CH2:14][CH2:15][CH2:16][CH2:17][CH3:18].[Cu+2:26].[C:1]([O-:20])(=[O:19])[CH2:2][CH2:3][CH2:4][CH2:5][CH2:6][CH2:7][CH2:8][CH2:9][CH2:10][CH2:11][CH2:12][CH2:13][CH2:14][CH2:15][CH2:16][CH2:17][CH3:18]. The catalyst class is: 8. (3) Reactant: C1(P(C2C=CC=CC=2)C2C=CC=CC=2)C=CC=CC=1.CCN(CC)CC.ClC(Cl)(Cl)C(Cl)(Cl)Cl.[OH:35][C:36]1[C:41]([NH:42][C:43]([C:45]2[CH:46]=[CH:47][CH:48]=[C:49]3[C:54]=2[N:53]=[C:52]([O:55][C:56]2[CH:61]=[CH:60][CH:59]=[CH:58][CH:57]=2)[CH:51]=[CH:50]3)=O)=[C:40]([OH:62])[CH:39]=[CH:38][N:37]=1. The catalyst class is: 2. Product: [O:55]([C:52]1[CH:51]=[CH:50][C:49]2[C:54](=[C:45]([C:43]3[O:62][C:40]4[CH:39]=[CH:38][NH:37][C:36](=[O:35])[C:41]=4[N:42]=3)[CH:46]=[CH:47][CH:48]=2)[N:53]=1)[C:56]1[CH:57]=[CH:58][CH:59]=[CH:60][CH:61]=1. (4) Reactant: [Br:1]CCCCCCCCC[CH2:11][CH2:12]O.C(N(CC)CC)C.CC(=C)C(Cl)=O.C[C:28](=[CH2:44])[C:29]([O:31][CH2:32][CH2:33][CH2:34][CH2:35][CH2:36][CH2:37][CH2:38][CH2:39][CH2:40][CH2:41]CBr)=[O:30].[CH3:45][N:46]1C=[CH:49][N:48]=[CH:47]1.OC1C=CC(O)=CC=1. Product: [Br-:1].[C:29]([O:31][CH:32]([CH2:33][CH2:34][CH2:35][CH2:36][CH2:37][CH2:38][CH2:39][CH2:40][CH3:41])[CH2:45][N+:46]1[CH:12]=[CH:11][N:48]([CH3:49])[CH:47]=1)(=[O:30])[CH:28]=[CH2:44]. The catalyst class is: 7. (5) Reactant: [N:1]#[C:2][NH2:3].[CH3:4][O-].[Na+].[Cl:7][C:8]1[CH:13]=[C:12]([N:14]=[C:15]=[S:16])[CH:11]=[CH:10][C:9]=1[C:17]1[CH:22]=[CH:21][CH:20]=[CH:19][C:18]=1[Cl:23].IC. Product: [C:2](/[N:3]=[C:15](\[S:16][CH3:4])/[NH:14][C:12]1[CH:11]=[CH:10][C:9]([C:17]2[CH:22]=[CH:21][CH:20]=[CH:19][C:18]=2[Cl:23])=[C:8]([Cl:7])[CH:13]=1)#[N:1]. The catalyst class is: 5. (6) Reactant: Br[C:2]1[C:7]([Br:8])=[CH:6][N:5]=[C:4]([C:9]2[CH:14]=[CH:13][CH:12]=[CH:11][CH:10]=2)[N:3]=1.[CH:15]1([C:18]2[CH:22]=[C:21]([NH2:23])[NH:20][N:19]=2)[CH2:17][CH2:16]1. Product: [Br:8][C:7]1[C:2]([NH:23][C:21]2[CH:22]=[C:18]([CH:15]3[CH2:17][CH2:16]3)[NH:19][N:20]=2)=[N:3][C:4]([C:9]2[CH:14]=[CH:13][CH:12]=[CH:11][CH:10]=2)=[N:5][CH:6]=1. The catalyst class is: 114. (7) Reactant: Br[C:2]1[C:3]2[N:4]([N:8]=[C:9]([NH:11][C:12]3[CH:17]=[CH:16][C:15]([O:18][CH3:19])=[CH:14][CH:13]=3)[N:10]=2)[CH:5]=[CH:6][CH:7]=1.[CH3:20][N:21]1[CH2:26][CH2:25][NH:24][CH2:23][CH2:22]1.C1(P(C2CCCCC2)C2C=CC=CC=2C2C(C(C)C)=CC(C(C)C)=CC=2C(C)C)CCCCC1.P([O-])([O-])([O-])=O.[K+].[K+].[K+]. Product: [CH3:19][O:18][C:15]1[CH:16]=[CH:17][C:12]([NH:11][C:9]2[N:10]=[C:3]3[C:2]([N:24]4[CH2:25][CH2:26][N:21]([CH3:20])[CH2:22][CH2:23]4)=[CH:7][CH:6]=[CH:5][N:4]3[N:8]=2)=[CH:13][CH:14]=1. The catalyst class is: 584.